From a dataset of Full USPTO retrosynthesis dataset with 1.9M reactions from patents (1976-2016). Predict the reactants needed to synthesize the given product. (1) The reactants are: C(N(CC)CC)C.Cl.[N+:9]([C:12]1[CH:13]=[C:14]([CH2:18][CH:19]([NH2:21])[CH3:20])[CH:15]=[CH:16][CH:17]=1)([O-:11])=[O:10].[CH3:22][S:23](Cl)(=[O:25])=[O:24]. Given the product [CH3:20][CH:19]([NH:21][S:23]([CH3:22])(=[O:25])=[O:24])[CH2:18][C:14]1[CH:15]=[CH:16][CH:17]=[C:12]([N+:9]([O-:11])=[O:10])[CH:13]=1, predict the reactants needed to synthesize it. (2) Given the product [CH:5]1[C:4]([C:5]([OH:7])=[O:6])=[CH:2][O:3][C:2](=[O:3])[CH:4]=1, predict the reactants needed to synthesize it. The reactants are: C(O)(=O)[CH:2]([CH2:4][C:5]([OH:7])=[O:6])[OH:3]. (3) Given the product [Br:1][CH:2]([C:4]1[CH:12]=[CH:11][C:7]([C:8]([Cl:16])=[O:9])=[CH:6][CH:5]=1)[CH3:3], predict the reactants needed to synthesize it. The reactants are: [Br:1][CH:2]([C:4]1[CH:12]=[CH:11][C:7]([C:8](O)=[O:9])=[CH:6][CH:5]=1)[CH3:3].C(Cl)(=O)C([Cl:16])=O. (4) Given the product [NH:8]1[C:3]2[CH:4]=[CH:5][CH:6]=[CH:7][C:2]=2[N:1]=[C:9]1[C@@H:10]([NH:34][S:35]([C:38]1[CH:43]=[CH:42][CH:41]=[CH:40][CH:39]=1)(=[O:36])=[O:37])[CH2:11][C:12]1[CH:17]=[CH:16][C:15]([N:18]2[CH2:22][C:21](=[O:23])[NH:20][S:19]2(=[O:24])=[O:25])=[C:14]([O:26][CH2:27][C:28]2[CH:29]=[CH:30][CH:31]=[CH:32][CH:33]=2)[CH:13]=1, predict the reactants needed to synthesize it. The reactants are: [NH2:1][C:2]1[CH:7]=[CH:6][CH:5]=[CH:4][C:3]=1[NH:8][C:9](=O)[C@@H:10]([NH:34][S:35]([C:38]1[CH:43]=[CH:42][CH:41]=[CH:40][CH:39]=1)(=[O:37])=[O:36])[CH2:11][C:12]1[CH:17]=[CH:16][C:15]([N:18]2[CH2:22][C:21](=[O:23])[NH:20][S:19]2(=[O:25])=[O:24])=[C:14]([O:26][CH2:27][C:28]2[CH:33]=[CH:32][CH:31]=[CH:30][CH:29]=2)[CH:13]=1. (5) The reactants are: [CH:1]1([C:4]2[N:8]=[C:7]([C:9]3[C:10]4[C:18]([CH3:20])([CH3:19])[CH2:17][CH2:16][CH2:15][C:11]=4[S:12][C:13]=3[NH2:14])[O:6][N:5]=2)[CH2:3][CH2:2]1.[C:21]12[C:29](=[O:30])[O:28][C:26](=[O:27])[C:22]=1[CH2:23][CH2:24][CH2:25]2. Given the product [CH:1]1([C:4]2[N:8]=[C:7]([C:9]3[C:10]4[C:18]([CH3:20])([CH3:19])[CH2:17][CH2:16][CH2:15][C:11]=4[S:12][C:13]=3[NH:14][C:29]([C:21]3[CH2:25][CH2:24][CH2:23][C:22]=3[C:26]([OH:28])=[O:27])=[O:30])[O:6][N:5]=2)[CH2:2][CH2:3]1, predict the reactants needed to synthesize it.